Task: Predict the reactants needed to synthesize the given product.. Dataset: Full USPTO retrosynthesis dataset with 1.9M reactions from patents (1976-2016) (1) The reactants are: [CH3:1][O:2][C:3]1[CH:8]=[CH:7][C:6]([N:9](CC=C)[S:10]([C:13]2[C:18]([F:19])=[C:17]([F:20])[C:16]([F:21])=[C:15]([F:22])[C:14]=2[F:23])(=[O:12])=[O:11])=[CH:5][CH:4]=1.C[N+]1([O-])CC[O:31]CC1.OS([O-])=O.[Na+].[CH3:40][C:41]([CH3:43])=[O:42].O. Given the product [OH:42][CH:41]([CH2:43][OH:31])[CH2:40][N:9]([C:6]1[CH:7]=[CH:8][C:3]([O:2][CH3:1])=[CH:4][CH:5]=1)[S:10]([C:13]1[C:18]([F:19])=[C:17]([F:20])[C:16]([F:21])=[C:15]([F:22])[C:14]=1[F:23])(=[O:12])=[O:11], predict the reactants needed to synthesize it. (2) Given the product [CH3:39][C:27]1=[N:28][NH:29][C:30](=[O:31])/[C:26]/1=[C:11]1\[NH:12][C:13]2[C:18]([C:9]([S:8][C:5]3[CH:6]=[CH:7][C:2]([NH:1][S:41]([CH3:40])(=[O:43])=[O:42])=[CH:3][CH:4]=3)=[CH:10]\1)=[CH:17][CH:16]=[CH:15][CH:14]=2, predict the reactants needed to synthesize it. The reactants are: [NH2:1][C:2]1[CH:7]=[CH:6][C:5]([S:8][C:9]2[C:18]3[C:13](=[CH:14][CH:15]=[CH:16][CH:17]=3)[N:12](C(OC(C)(C)C)=O)/[C:11](=[C:26]3/[C:27]([CH3:39])=[N:28][N:29](C(OC(C)(C)C)=O)[C:30]/3=[O:31])/[CH:10]=2)=[CH:4][CH:3]=1.[CH3:40][S:41](Cl)(=[O:43])=[O:42]. (3) Given the product [CH:1]([C:4]1[CH:9]=[CH:8][C:7]([CH:10]2[C:14]3[C:15]([CH3:22])=[C:16]([O:21][CH2:32][CH2:31][C:25]4[CH:30]=[CH:29][CH:28]=[CH:27][CH:26]=4)[C:17]([CH3:20])=[C:18]([CH3:19])[C:13]=3[O:12][C:11]2([CH3:24])[CH3:23])=[CH:6][CH:5]=1)([CH3:3])[CH3:2], predict the reactants needed to synthesize it. The reactants are: [CH:1]([C:4]1[CH:9]=[CH:8][C:7]([CH:10]2[C:14]3[C:15]([CH3:22])=[C:16]([OH:21])[C:17]([CH3:20])=[C:18]([CH3:19])[C:13]=3[O:12][C:11]2([CH3:24])[CH3:23])=[CH:6][CH:5]=1)([CH3:3])[CH3:2].[C:25]1([CH2:31][CH2:32]O)[CH:30]=[CH:29][CH:28]=[CH:27][CH:26]=1.C1(P(C2C=CC=CC=2)C2C=CC=CC=2)C=CC=CC=1.N(C(OCC)=O)=NC(OCC)=O. (4) Given the product [NH2:23][CH:7]([CH:1]1[CH2:2][CH2:3][CH2:4][CH2:5][CH2:6]1)[CH:8]([NH:13][CH:14]([C:19]([CH3:22])([CH3:20])[CH3:21])[C:15]([O:17][CH3:18])=[O:16])[C:9]([F:12])([F:10])[F:11], predict the reactants needed to synthesize it. The reactants are: [CH:1]1([CH:7]([N+:23]([O-])=O)[CH:8]([NH:13][CH:14]([C:19]([CH3:22])([CH3:21])[CH3:20])[C:15]([O:17][CH3:18])=[O:16])[C:9]([F:12])([F:11])[F:10])[CH2:6][CH2:5][CH2:4][CH2:3][CH2:2]1. (5) Given the product [Cl:2][C:3]1[CH:34]=[CH:33][C:6]([C:7]([N:9]([C@@H:11]2[CH2:16][CH2:15][N:14]([C:17]([CH:19]3[CH2:24][CH2:23][CH2:22][CH2:21][N:20]3[C:35]([C:36]3[CH:41]=[CH:40][CH:39]=[CH:38][CH:37]=3)=[O:42])=[O:18])[CH2:13][C@H:12]2[C:25]2[CH:30]=[CH:29][C:28]([Cl:31])=[C:27]([Cl:32])[CH:26]=2)[CH3:10])=[O:8])=[CH:5][CH:4]=1, predict the reactants needed to synthesize it. The reactants are: Cl.[Cl:2][C:3]1[CH:34]=[CH:33][C:6]([C:7]([N:9]([C@@H:11]2[CH2:16][CH2:15][N:14]([C:17]([CH:19]3[CH2:24][CH2:23][CH2:22][CH2:21][NH:20]3)=[O:18])[CH2:13][C@H:12]2[C:25]2[CH:30]=[CH:29][C:28]([Cl:31])=[C:27]([Cl:32])[CH:26]=2)[CH3:10])=[O:8])=[CH:5][CH:4]=1.[C:35](Cl)(=[O:42])[C:36]1[CH:41]=[CH:40][CH:39]=[CH:38][CH:37]=1. (6) Given the product [Br:16][C:13]1[S:12][C:4]2[N:5]=[C:6]([CH3:11])[CH:7]=[C:2]([NH2:1])[C:3]=2[C:14]=1[CH3:15], predict the reactants needed to synthesize it. The reactants are: [NH2:1][C:2]1[C:7](C(O)=O)=[C:6]([CH3:11])[N:5]=[C:4]2[S:12][C:13]([Br:16])=[C:14]([CH3:15])[C:3]=12.C1(OC2C=CC=CC=2)C=CC=CC=1. (7) Given the product [O:1]=[C:2]1[CH2:3][C:4]([CH2:28][C:29]#[N:30])([N:6]2[CH:10]=[C:9]([C:11]3[C:12]4[CH:19]=[CH:18][N:17]([CH2:20][O:21][CH2:22][CH2:23][Si:24]([CH3:25])([CH3:27])[CH3:26])[C:13]=4[N:14]=[CH:15][N:16]=3)[CH:8]=[N:7]2)[CH2:5]1, predict the reactants needed to synthesize it. The reactants are: [OH:1][CH:2]1[CH2:5][C:4]([CH2:28][C:29]#[N:30])([N:6]2[CH:10]=[C:9]([C:11]3[C:12]4[CH:19]=[CH:18][N:17]([CH2:20][O:21][CH2:22][CH2:23][Si:24]([CH3:27])([CH3:26])[CH3:25])[C:13]=4[N:14]=[CH:15][N:16]=3)[CH:8]=[N:7]2)[CH2:3]1.CC(OI1(OC(C)=O)(OC(C)=O)OC(=O)C2C=CC=CC1=2)=O. (8) The reactants are: Br[C:2]1[N:7]=[C:6]([CH3:8])[C:5]([CH:9]=[O:10])=[CH:4][CH:3]=1.[OH:11][C:12]1[CH:13]=[C:14]2[C:18](=[CH:19][CH:20]=1)[C:17](=[O:21])[NH:16][CH2:15]2.C([O-])([O-])=O.[K+].[K+]. Given the product [CH3:8][C:6]1[C:5]([CH:9]=[O:10])=[CH:4][CH:3]=[C:2]([O:11][C:12]2[CH:13]=[C:14]3[C:18](=[CH:19][CH:20]=2)[C:17](=[O:21])[NH:16][CH2:15]3)[N:7]=1, predict the reactants needed to synthesize it.